Dataset: Full USPTO retrosynthesis dataset with 1.9M reactions from patents (1976-2016). Task: Predict the reactants needed to synthesize the given product. Given the product [C:5](=[O:6])([O-:7])[NH2:12].[NH2:1][C:2]([C:5]([OH:7])=[O:6])([CH3:4])[CH3:3].[CH:8]1[N:16]([C@@H:17]2[O:21][C@H:20]([CH2:22][OH:23])[C@@H:19]([OH:24])[C@H:18]2[OH:25])[C:15]2[C:10](=[C:11]([NH2:26])[N:12]=[CH:13][N:14]=2)[C:9]=1[C:27]#[N:28], predict the reactants needed to synthesize it. The reactants are: [NH2:1][C:2]([C:5]([OH:7])=[O:6])([CH3:4])[CH3:3].[CH:8]1[N:16]([C@@H:17]2[O:21][C@H:20]([CH2:22][OH:23])[C@@H:19]([OH:24])[C@H:18]2[OH:25])[C:15]2[C:10](=[C:11]([NH2:26])[N:12]=[CH:13][N:14]=2)[C:9]=1[C:27]#[N:28].C(O)(C(F)(F)F)=O.CCN(C(C)C)C(C)C.